From a dataset of Retrosynthesis with 50K atom-mapped reactions and 10 reaction types from USPTO. Predict the reactants needed to synthesize the given product. (1) Given the product CCC12CC3CC(C)(CC(C)(C3)C1)C2, predict the reactants needed to synthesize it. The reactants are: CC12CC3CC(C)(C1)CC(CCBr)(C3)C2. (2) The reactants are: CN(C)C=O.COC(OC)c1cc(C)c(Br)nc1C. Given the product COC(OC)c1cc(C)c(C=O)nc1C, predict the reactants needed to synthesize it. (3) The reactants are: CCOC(=O)CC(NC(=O)c1cc(NC(=O)c2sc(NC(=N)N)nc2C)ccc1OCCOC)c1ccccc1. Given the product COCCOc1ccc(NC(=O)c2sc(NC(=N)N)nc2C)cc1C(=O)NC(CC(=O)O)c1ccccc1, predict the reactants needed to synthesize it. (4) Given the product Clc1ccc(CCN2CC[C@@H](N3c4ccccc4COc4ccccc43)C2)cc1, predict the reactants needed to synthesize it. The reactants are: CS(=O)(=O)O[C@H]1CCN(CCc2ccc(Cl)cc2)C1.c1ccc2c(c1)COc1ccccc1N2. (5) The reactants are: C[C@@]1(C(=O)O)CCCN1.Cc1ccc(-n2nccn2)c(C(=O)Cl)c1. Given the product Cc1ccc(-n2nccn2)c(C(=O)N2CCC[C@@]2(C)C(=O)O)c1, predict the reactants needed to synthesize it. (6) Given the product COC(=O)C=CC=CCSc1ccc(Cl)cc1, predict the reactants needed to synthesize it. The reactants are: COC(=O)C=CC=CCBr.Sc1ccc(Cl)cc1. (7) Given the product CC(C)(C)OC(=O)N1CC=CC1, predict the reactants needed to synthesize it. The reactants are: C1=CCNC1.CC(C)(C)OC(=O)OC(=O)OC(C)(C)C.